Task: Predict the reactants needed to synthesize the given product.. Dataset: Full USPTO retrosynthesis dataset with 1.9M reactions from patents (1976-2016) Given the product [NH:2]([C@@H:3]1[CH2:7][CH2:6][C@H:5]([C:8]([O:10][CH3:11])=[O:9])[CH2:4]1)[C:25]([NH2:26])=[NH:20], predict the reactants needed to synthesize it. The reactants are: Cl.[NH2:2][C@@H:3]1[CH2:7][CH2:6][C@H:5]([C:8]([O:10][CH3:11])=[O:9])[CH2:4]1.C(N(CC)CC)C.Cl.[N:20]1([C:25](N)=[NH:26])C=CC=N1.